From a dataset of Experimentally validated miRNA-target interactions with 360,000+ pairs, plus equal number of negative samples. Binary Classification. Given a miRNA mature sequence and a target amino acid sequence, predict their likelihood of interaction. (1) The miRNA is dme-miR-14-3p with sequence UCAGUCUUUUUCUCUCUCCUAU. The protein sequence of the target gene is MAVAGQLCLLYLSAGLLARLGTAFNLDTREDNVIRKSGDPGSLFGFSLAMHWQLQPEDKRLLLVGAPRAEALPLQRANRTGGLYSCDITSRGPCTRIEFDNDADPMSESKEDQWMGVTVQSQGPGGKVVTCAHRYEKRQHVNTKQESRDIFGRCYVLSQNLRIEDDMDGGDWSFCDGRLRGHEKFGSCQQGVAATFTKDFHYIVFGAPGTYNWKGIVRVEQKNNTFFDMNIFEDGPYEVGGETDHDESLVPVPANSYLGFSLDSGKGIVSKDDITFVSGAPRANHSGAVVLLKRDMKSAH.... Result: 0 (no interaction). (2) The miRNA is hsa-miR-7854-3p with sequence UGAGGUGACCGCAGAUGGGAA. The protein sequence of the target gene is MNLDGSAQDPEKREYSSVCVGREDDIKKSERMTAVVHDREVVIFYHKGEYHAMDIRCYHSGGPLHLGDIEDFDGRPCIVCPWHKYKITLATGEGLYQSINPKDPSAKPKWCSKGIKQRIHTVTVDNGNIYVTLSNEPFKCDSDFYATGDFKVIKSSS. Result: 1 (interaction). (3) The miRNA is hsa-miR-770-5p with sequence UCCAGUACCACGUGUCAGGGCCA. The protein sequence of the target gene is MVLLAAAVCTKAGKAIVSRQFVEMTRTRIEGLLAAFPKLMNTGKQHTFVETESVRYVYQPMEKLYMVLITTKNSNILEDLETLRLFSRVIPEYCRALEENEISEHCFDLIFAFDEIVALGYRENVNLAQIRTFTEMDSHEEKVFRAVRETQEREAKAEMRRKAKELQQARRDAERQGKKAPGFGGFGSSAVSGGSTAAMITETIIETDKPKVAPAPARPSGPSKALKLGAKGKEVDNFVDKLKSEGETIMSSSMGKRTSEATKMHAPPINMESVHMKIEEKITLTCGRDGGLQNMELHGM.... Result: 1 (interaction). (4) The miRNA is hsa-miR-644a with sequence AGUGUGGCUUUCUUAGAGC. The protein sequence of the target gene is MASESDTEEFYDAPEDVHLGTGYPVGSPGKVGLLSFKEAENTANQAGNESPVQELRQDVSKKIIESIIEESQKVLQLEDDSLDSKGKGLSDEATAGPSVAGTEFSNIPGLLAIEHELQQDSEKAESQNVAEESELETQKCFPSDETCEKSEKTVDETDNLTEVSSGEQLDASGLEAETLNKEALEVKEGDVLDPASLDTLSTTDFAAVEEVAPAKPPRHLTPEPDIVASTKKPVPARPPPPTNFPPPRPPPPSRPAPPPRKKKSELEFEALKTPDLDVPKENITSDSLLTTNMASENTVR.... Result: 0 (no interaction).